This data is from Merck oncology drug combination screen with 23,052 pairs across 39 cell lines. The task is: Regression. Given two drug SMILES strings and cell line genomic features, predict the synergy score measuring deviation from expected non-interaction effect. (1) Drug 1: O=C(CCCCCCC(=O)Nc1ccccc1)NO. Drug 2: Cn1cc(-c2cnn3c(N)c(Br)c(C4CCCNC4)nc23)cn1. Cell line: RKO. Synergy scores: synergy=8.23. (2) Drug 1: N#Cc1ccc(Cn2cncc2CN2CCN(c3cccc(Cl)c3)C(=O)C2)cc1. Drug 2: C#Cc1cccc(Nc2ncnc3cc(OCCOC)c(OCCOC)cc23)c1. Cell line: OVCAR3. Synergy scores: synergy=-13.1. (3) Drug 1: COc1cccc2c1C(=O)c1c(O)c3c(c(O)c1C2=O)CC(O)(C(=O)CO)CC3OC1CC(N)C(O)C(C)O1. Drug 2: O=C(CCCCCCC(=O)Nc1ccccc1)NO. Cell line: UWB1289. Synergy scores: synergy=23.3. (4) Drug 1: COc1cc(C2c3cc4c(cc3C(OC3OC5COC(C)OC5C(O)C3O)C3COC(=O)C23)OCO4)cc(OC)c1O. Drug 2: C#Cc1cccc(Nc2ncnc3cc(OCCOC)c(OCCOC)cc23)c1. Cell line: LOVO. Synergy scores: synergy=42.4.